The task is: Regression. Given two drug SMILES strings and cell line genomic features, predict the synergy score measuring deviation from expected non-interaction effect.. This data is from NCI-60 drug combinations with 297,098 pairs across 59 cell lines. (1) Drug 1: CC1=C(C(CCC1)(C)C)C=CC(=CC=CC(=CC(=O)O)C)C. Drug 2: C1=CN(C=N1)CC(O)(P(=O)(O)O)P(=O)(O)O. Cell line: KM12. Synergy scores: CSS=-4.57, Synergy_ZIP=1.54, Synergy_Bliss=-2.20, Synergy_Loewe=-5.76, Synergy_HSA=-5.30. (2) Drug 1: CCC1(CC2CC(C3=C(CCN(C2)C1)C4=CC=CC=C4N3)(C5=C(C=C6C(=C5)C78CCN9C7C(C=CC9)(C(C(C8N6C)(C(=O)OC)O)OC(=O)C)CC)OC)C(=O)OC)O.OS(=O)(=O)O. Drug 2: CCC1=C2CN3C(=CC4=C(C3=O)COC(=O)C4(CC)O)C2=NC5=C1C=C(C=C5)O. Cell line: MCF7. Synergy scores: CSS=17.4, Synergy_ZIP=-5.56, Synergy_Bliss=-0.483, Synergy_Loewe=-8.49, Synergy_HSA=0.831. (3) Drug 1: CCCCCOC(=O)NC1=NC(=O)N(C=C1F)C2C(C(C(O2)C)O)O. Drug 2: CCN(CC)CCCC(C)NC1=C2C=C(C=CC2=NC3=C1C=CC(=C3)Cl)OC. Cell line: SR. Synergy scores: CSS=66.1, Synergy_ZIP=0.969, Synergy_Bliss=-1.57, Synergy_Loewe=-40.3, Synergy_HSA=-2.93. (4) Drug 1: CC1=CC2C(CCC3(C2CCC3(C(=O)C)OC(=O)C)C)C4(C1=CC(=O)CC4)C. Drug 2: CC(C)(C#N)C1=CC(=CC(=C1)CN2C=NC=N2)C(C)(C)C#N. Cell line: NCI-H226. Synergy scores: CSS=-3.12, Synergy_ZIP=1.79, Synergy_Bliss=-0.710, Synergy_Loewe=-6.99, Synergy_HSA=-6.35. (5) Drug 1: CC1=C2C(C(=O)C3(C(CC4C(C3C(C(C2(C)C)(CC1OC(=O)C(C(C5=CC=CC=C5)NC(=O)OC(C)(C)C)O)O)OC(=O)C6=CC=CC=C6)(CO4)OC(=O)C)O)C)O. Drug 2: CCN(CC)CCNC(=O)C1=C(NC(=C1C)C=C2C3=C(C=CC(=C3)F)NC2=O)C. Cell line: UO-31. Synergy scores: CSS=4.49, Synergy_ZIP=-2.63, Synergy_Bliss=-1.30, Synergy_Loewe=1.59, Synergy_HSA=1.26.